This data is from Reaction yield outcomes from USPTO patents with 853,638 reactions. The task is: Predict the reaction yield, written as a fraction of the theoretical maximum amount of product (1.0 means a 100% yield; for example, 0.34 means a 34% yield). (1) The reactants are [Cl:1][C:2]1[N:3]=[C:4](Cl)[C:5]2[CH2:10][CH2:9][CH:8]([C:11]3[CH:16]=[CH:15][CH:14]=[CH:13][CH:12]=3)[C:6]=2[N:7]=1.[CH3:18][CH:19]([NH2:21])[CH3:20].O. The catalyst is CN1C(=O)CCC1. The product is [Cl:1][C:2]1[N:3]=[C:4]([NH:21][CH:19]([CH3:20])[CH3:18])[C:5]2[CH2:10][CH2:9][CH:8]([C:11]3[CH:16]=[CH:15][CH:14]=[CH:13][CH:12]=3)[C:6]=2[N:7]=1. The yield is 0.820. (2) The yield is 0.860. The product is [N:2]1([C:10]2[CH:9]=[CH:8][C:7]([Br:6])=[CH:12][N:11]=2)[CH2:5][CH2:4][CH2:3]1. The reactants are Cl.[NH:2]1[CH2:5][CH2:4][CH2:3]1.[Br:6][C:7]1[CH:8]=[CH:9][C:10](F)=[N:11][CH:12]=1.C([O-])([O-])=O.[Cs+].[Cs+]. The catalyst is CS(C)=O. (3) The reactants are [F:1][C:2]([F:43])([F:42])[C:3]1[CH:4]=[C:5]([C:13]([CH3:41])([CH3:40])[C:14]([N:16]([C:18]2[C:19]([C:32]3[CH:37]=[CH:36][C:35]([F:38])=[CH:34][C:33]=3[CH3:39])=[CH:20][C:21]([N:24]3[CH2:29][CH2:28][CH:27]([CH2:30][OH:31])[CH2:26][CH2:25]3)=[N:22][CH:23]=2)[CH3:17])=[O:15])[CH:6]=[C:7]([C:9]([F:12])([F:11])[F:10])[CH:8]=1.[CH3:44][S:45](Cl)(=[O:47])=[O:46].C(N(CC)CC)C. The catalyst is ClCCl.O. The product is [F:43][C:2]([F:1])([F:42])[C:3]1[CH:4]=[C:5]([C:13]([CH3:40])([CH3:41])[C:14]([N:16]([CH3:17])[C:18]2[C:19]([C:32]3[CH:37]=[CH:36][C:35]([F:38])=[CH:34][C:33]=3[CH3:39])=[CH:20][C:21]([N:24]3[CH2:25][CH2:26][CH:27]([CH2:30][O:31][S:45]([CH3:44])(=[O:47])=[O:46])[CH2:28][CH2:29]3)=[N:22][CH:23]=2)=[O:15])[CH:6]=[C:7]([C:9]([F:10])([F:11])[F:12])[CH:8]=1. The yield is 0.630. (4) The reactants are [Cl:1][C:2]1[CH:3]=[CH:4][C:5]2[NH:11][C:10](=O)[C:9]3=[CH:13][C:14]([CH3:16])=[CH:15][N:8]3[CH2:7][C:6]=2[CH:17]=1.CN(C)C1C=CC=CC=1.P(Cl)(Cl)([Cl:29])=O. The catalyst is COC1C=CC=CC=1. The product is [Cl:1][C:2]1[CH:3]=[CH:4][C:5]2[N:11]=[C:10]([Cl:29])[C:9]3=[CH:13][C:14]([CH3:16])=[CH:15][N:8]3[CH2:7][C:6]=2[CH:17]=1. The yield is 0.780. (5) The reactants are CO[CH:3](OC)[CH2:4][C:5]1[C:6]([C:13]([NH2:15])=[O:14])=[N:7][CH:8]=[C:9]([O:11][CH3:12])[CH:10]=1.CC1C=CC(S(O)(=O)=O)=CC=1. The catalyst is C1(C)C=CC=CC=1. The product is [CH3:12][O:11][C:9]1[CH:8]=[N:7][C:6]2[C:13](=[O:14])[NH:15][CH:3]=[CH:4][C:5]=2[CH:10]=1. The yield is 0.920.